Predict which catalyst facilitates the given reaction. From a dataset of Catalyst prediction with 721,799 reactions and 888 catalyst types from USPTO. (1) Reactant: [Cl:1][C:2]1[CH:3]=[C:4]([CH:15]=[CH:16][C:17]=1[Cl:18])[CH2:5][O:6][C:7]1[CH:14]=[CH:13][C:10]([CH:11]=O)=[CH:9][CH:8]=1.[CH3:19][CH:20]1[CH:25]([C:26]([OH:28])=[O:27])[CH2:24][CH2:23][NH:22][CH2:21]1.CC(O)=O.C([BH3-])#N. Product: [Cl:1][C:2]1[CH:3]=[C:4]([CH:15]=[CH:16][C:17]=1[Cl:18])[CH2:5][O:6][C:7]1[CH:14]=[CH:13][C:10]([CH2:11][N:22]2[CH2:23][CH2:24][CH:25]([C:26]([OH:28])=[O:27])[CH:20]([CH3:19])[CH2:21]2)=[CH:9][CH:8]=1. The catalyst class is: 2. (2) Reactant: [Cl:1][C:2]1[CH:3]=[C:4]([NH2:25])[C:5]([I:24])=[N:6][C:7]=1[C:8]1[CH:13]=[CH:12][C:11]([C:14]2[CH:19]=[CH:18][C:17]([S:20]([CH3:23])(=[O:22])=[O:21])=[CH:16][CH:15]=2)=[CH:10][CH:9]=1.CCN(C(C)C)C(C)C.[F:35][C:36]([F:47])([F:46])[C:37](O[C:37](=[O:38])[C:36]([F:47])([F:46])[F:35])=[O:38]. Product: [Cl:1][C:2]1[CH:3]=[C:4]([NH:25][C:37](=[O:38])[C:36]([F:47])([F:46])[F:35])[C:5]([I:24])=[N:6][C:7]=1[C:8]1[CH:9]=[CH:10][C:11]([C:14]2[CH:19]=[CH:18][C:17]([S:20]([CH3:23])(=[O:21])=[O:22])=[CH:16][CH:15]=2)=[CH:12][CH:13]=1. The catalyst class is: 2. (3) Reactant: [C:1]([O:5][C:6]([N:8]([C:38]([O:40][C:41]([CH3:44])([CH3:43])[CH3:42])=[O:39])[C:9]1[CH:14]=[C:13]([CH2:15][C@H:16]2[C:19](=[O:20])[NH:18][C@@H:17]2[O:21][C:22]2[CH:37]=[CH:36][C:25]([C:26]([O:28][CH2:29][C:30]3[CH:35]=[CH:34][CH:33]=[CH:32][CH:31]=3)=[O:27])=[CH:24][CH:23]=2)[CH:12]=[CH:11][N:10]=1)=[O:7])([CH3:4])([CH3:3])[CH3:2].C(N(CC)CC)C.[N:52]([C@@H:55]([C:57]1[CH:62]=[CH:61][CH:60]=[CH:59][CH:58]=1)[CH3:56])=[C:53]=[O:54]. Product: [C:1]([O:5][C:6]([N:8]([C:38]([O:40][C:41]([CH3:44])([CH3:43])[CH3:42])=[O:39])[C:9]1[CH:14]=[C:13]([CH2:15][C@H:16]2[C:19](=[O:20])[N:18]([C:53](=[O:54])[NH:52][C@@H:55]([C:57]3[CH:62]=[CH:61][CH:60]=[CH:59][CH:58]=3)[CH3:56])[C@@H:17]2[O:21][C:22]2[CH:37]=[CH:36][C:25]([C:26]([O:28][CH2:29][C:30]3[CH:35]=[CH:34][CH:33]=[CH:32][CH:31]=3)=[O:27])=[CH:24][CH:23]=2)[CH:12]=[CH:11][N:10]=1)=[O:7])([CH3:3])([CH3:4])[CH3:2]. The catalyst class is: 2. (4) Reactant: [Br:1][C:2]1[CH:3]=[N:4][N:5]2[C:10]([OH:11])=[C:9]([C:12]([O:14]CC)=[O:13])[CH:8]=[N:7][C:6]=12.[OH-].[Na+]. Product: [Br:1][C:2]1[CH:3]=[N:4][N:5]2[C:10]([OH:11])=[C:9]([C:12]([OH:14])=[O:13])[CH:8]=[N:7][C:6]=12. The catalyst class is: 8. (5) Reactant: [Br:1][C:2]1[CH:10]=[CH:9][CH:8]=[C:7]2[C:3]=1[C:4]([C:11](=[O:16])[C:12]([F:15])([F:14])[F:13])=[CH:5][NH:6]2.[H-].[Na+].[F:19][C:20]([F:33])([F:32])[O:21][CH2:22][CH2:23]OS(C(F)(F)F)(=O)=O. Product: [Br:1][C:2]1[CH:10]=[CH:9][CH:8]=[C:7]2[C:3]=1[C:4]([C:11](=[O:16])[C:12]([F:14])([F:15])[F:13])=[CH:5][N:6]2[CH2:23][CH2:22][O:21][C:20]([F:33])([F:32])[F:19]. The catalyst class is: 1. (6) Reactant: [C:1]([CH2:3][C:4]([OH:6])=O)#[N:2].[F:7][C:8]([F:29])([F:28])[O:9][C:10]1[CH:15]=[CH:14][C:13]([N:16]2[CH:20]=[N:19][C:18]([C:21]3[CH:27]=[CH:26][C:24]([NH2:25])=[CH:23][CH:22]=3)=[N:17]2)=[CH:12][CH:11]=1.C1(N=C=NC2CCCCC2)CCCCC1. Product: [C:1]([CH2:3][C:4]([NH:25][C:24]1[CH:26]=[CH:27][C:21]([C:18]2[N:19]=[CH:20][N:16]([C:13]3[CH:14]=[CH:15][C:10]([O:9][C:8]([F:7])([F:29])[F:28])=[CH:11][CH:12]=3)[N:17]=2)=[CH:22][CH:23]=1)=[O:6])#[N:2]. The catalyst class is: 4. (7) Product: [C:1]([O:5][C:6]([N:8]1[C:16]2[C:11](=[C:12]([O:17][CH2:18][O:19][CH3:20])[CH:13]=[CH:14][CH:15]=2)[CH:10]([CH2:21][O:22][S:31]([CH3:30])(=[O:33])=[O:32])[CH2:9]1)=[O:7])([CH3:4])([CH3:3])[CH3:2]. Reactant: [C:1]([O:5][C:6]([N:8]1[C:16]2[C:11](=[C:12]([O:17][CH2:18][O:19][CH3:20])[CH:13]=[CH:14][CH:15]=2)[CH:10]([CH2:21][OH:22])[CH2:9]1)=[O:7])([CH3:4])([CH3:3])[CH3:2].CCN(CC)CC.[CH3:30][S:31](Cl)(=[O:33])=[O:32]. The catalyst class is: 2. (8) Reactant: [CH3:1][O:2][CH2:3][C@H:4]([CH3:31])[O:5][C:6]1[CH:7]=[C:8]([C:23]2[NH:27][C:26]([C:28](O)=[O:29])=[CH:25][CH:24]=2)[CH:9]=[C:10]([O:12][C:13]2[CH:18]=[CH:17][C:16]([S:19]([CH3:22])(=[O:21])=[O:20])=[CH:15][CH:14]=2)[CH:11]=1.[NH2:32][CH2:33][C@H:34]([OH:37])[CH2:35][OH:36].CCN=C=NCCCN(C)C.Cl.Cl. Product: [OH:37][C@H:34]([CH2:35][OH:36])[CH2:33][NH:32][C:28]([C:26]1[NH:27][C:23]([C:8]2[CH:9]=[C:10]([O:12][C:13]3[CH:18]=[CH:17][C:16]([S:19]([CH3:22])(=[O:20])=[O:21])=[CH:15][CH:14]=3)[CH:11]=[C:6]([O:5][C@@H:4]([CH3:31])[CH2:3][O:2][CH3:1])[CH:7]=2)=[CH:24][CH:25]=1)=[O:29]. The catalyst class is: 112.